Dataset: Catalyst prediction with 721,799 reactions and 888 catalyst types from USPTO. Task: Predict which catalyst facilitates the given reaction. Reactant: [OH-].[Na+].[CH3:3][O:4][C:5](=[O:20])[C:6]1[CH:11]=[CH:10][C:9]([O:12]C(=O)C)=[CH:8][C:7]=1[O:16][CH:17]([CH3:19])[CH3:18].Cl. Product: [CH3:3][O:4][C:5](=[O:20])[C:6]1[CH:11]=[CH:10][C:9]([OH:12])=[CH:8][C:7]=1[O:16][CH:17]([CH3:18])[CH3:19]. The catalyst class is: 87.